Dataset: Reaction yield outcomes from USPTO patents with 853,638 reactions. Task: Predict the reaction yield, written as a fraction of the theoretical maximum amount of product (1.0 means a 100% yield; for example, 0.34 means a 34% yield). (1) The reactants are Cl.[S:2]([N:12]1[C:16]2[N:17]=[CH:18][C:19]3[N:20]([C:21]([C@@H:24]4[CH2:28][CH2:27][C@H:26]([NH2:29])[CH2:25]4)=[N:22][N:23]=3)[C:15]=2[CH:14]=[CH:13]1)([C:5]1[CH:11]=[CH:10][C:8]([CH3:9])=[CH:7][CH:6]=1)(=[O:4])=[O:3].[Cl:30][CH2:31][CH2:32][CH2:33][S:34](Cl)(=[O:36])=[O:35]. The catalyst is C(Cl)Cl.C(O)(=O)CC(CC(O)=O)(C(O)=O)O. The product is [Cl:30][CH2:31][CH2:32][CH2:33][S:34]([NH:29][C@H:26]1[CH2:27][CH2:28][C@@H:24]([C:21]2[N:20]3[C:15]4[CH:14]=[CH:13][N:12]([S:2]([C:5]5[CH:11]=[CH:10][C:8]([CH3:9])=[CH:7][CH:6]=5)(=[O:4])=[O:3])[C:16]=4[N:17]=[CH:18][C:19]3=[N:23][N:22]=2)[CH2:25]1)(=[O:36])=[O:35]. The yield is 0.910. (2) The yield is 0.180. The reactants are [CH3:1][CH:2]([CH2:5][OH:6])[CH2:3][OH:4].[O:7]1[CH:12]=[CH:11][CH2:10][CH2:9][CH2:8]1. The catalyst is CC1C=CC(S(O)(=O)=O)=CC=1. The product is [CH3:1][CH:2]([CH2:5][O:6][CH:8]1[CH2:9][CH2:10][CH2:11][CH2:12][O:7]1)[CH2:3][OH:4]. (3) The reactants are [CH3:1][O:2][C:3]1([CH2:19][C:20]([NH:22][CH3:23])=[O:21])[C:11]2[C:6](=[CH:7][CH:8]=[CH:9][CH:10]=2)[N:5]([CH:12]2[CH2:17][CH2:16][NH:15][CH2:14][CH2:13]2)[C:4]1=[O:18].[C:24]1(=O)[C:34]2=[C:35]3[C:30](=[CH:31][CH:32]=[CH:33]2)[CH:29]=[CH:28][CH:27]=[C:26]3[CH2:25]1.C([BH3-])#N.[Na+]. The catalyst is O1CCCC1.O.C([O-])(C)C.C([O-])(C)C.C([O-])(C)C.C([O-])(C)C.[Ti+4]. The product is [CH:25]1([N:15]2[CH2:14][CH2:13][CH:12]([N:5]3[C:6]4[C:11](=[CH:10][CH:9]=[CH:8][CH:7]=4)[C:3]([CH2:19][C:20]([NH:22][CH3:23])=[O:21])([O:2][CH3:1])[C:4]3=[O:18])[CH2:17][CH2:16]2)[C:26]2=[C:35]3[C:30](=[CH:29][CH:28]=[CH:27]2)[CH:31]=[CH:32][CH:33]=[C:34]3[CH2:24]1. The yield is 0.330. (4) The reactants are C([O:5][C@H:6]([CH3:43])[C@@H:7]([C:16]1[O:20][N:19]=[C:18]([C@@H:21]2[CH2:25][C:24](=[N:26][O:27][CH3:28])[CH2:23][N:22]2[C:29]([C:31]2[CH:36]=[CH:35][C:34]([C:37]3[CH:42]=[CH:41][CH:40]=[CH:39][CH:38]=3)=[CH:33][CH:32]=2)=[O:30])[N:17]=1)[NH:8]C(OC(C)(C)C)=O)(C)(C)C.C(O)(C(F)(F)F)=O.C(Cl)Cl.C(=O)([O-])[O-].[Na+].[Na+]. No catalyst specified. The product is [CH3:28][O:27][N:26]=[C:24]1[CH2:25][C@@H:21]([C:18]2[N:17]=[C:16]([C@@H:7]([NH2:8])[C@H:6]([OH:5])[CH3:43])[O:20][N:19]=2)[N:22]([C:29]([C:31]2[CH:32]=[CH:33][C:34]([C:37]3[CH:42]=[CH:41][CH:40]=[CH:39][CH:38]=3)=[CH:35][CH:36]=2)=[O:30])[CH2:23]1. The yield is 0.300. (5) The reactants are [F:1][C:2]1[CH:3]=[CH:4][C:5]([OH:28])=[C:6]([C:8]2[CH:13]=[CH:12][CH:11]=[C:10]([S:14]([NH:17][C:18]3[CH:26]=[CH:25][C:21]([C:22]([OH:24])=[O:23])=[C:20]([OH:27])[CH:19]=3)(=[O:16])=[O:15])[CH:9]=2)[CH:7]=1.[CH3:29][O:30][CH2:31][CH:32](O)[CH3:33].S(=O)(=O)(O)O. The catalyst is CC#N. The product is [F:1][C:2]1[CH:3]=[CH:4][C:5]([OH:28])=[C:6]([C:8]2[CH:13]=[CH:12][CH:11]=[C:10]([S:14]([NH:17][C:18]3[CH:26]=[CH:25][C:21]([C:22]([O:24][CH:32]([CH3:33])[CH2:31][O:30][CH3:29])=[O:23])=[C:20]([OH:27])[CH:19]=3)(=[O:15])=[O:16])[CH:9]=2)[CH:7]=1. The yield is 0.330. (6) The reactants are [CH3:1][O:2][C:3]1[CH:8]=[CH:7][C:6]([C:9]2[C:10](=[O:17])[N:11]=[C:12](SC)[NH:13][N:14]=2)=[CH:5][CH:4]=1.CO[C:20]1[CH:25]=[CH:24][C:23]([C:26]2C(=O)NC(=S)[NH:30][N:31]=2)=[CH:22][CH:21]=1.[OH-:34].[Na+].I[CH3:37]. The catalyst is O. The product is [CH3:37][O:34][C:22]1[CH:21]=[CH:20][CH:25]=[CH:24][C:23]=1[C:26]1[N:13]2[N:14]=[C:9]([C:6]3[CH:7]=[CH:8][C:3]([O:2][CH3:1])=[CH:4][CH:5]=3)[C:10](=[O:17])[NH:11][C:12]2=[N:30][N:31]=1. The yield is 0.990.